Task: Predict the product of the given reaction.. Dataset: Forward reaction prediction with 1.9M reactions from USPTO patents (1976-2016) (1) Given the reactants C(OC(=O)[NH:7][C:8]([CH3:35])([CH2:32][CH2:33][CH3:34])[CH2:9][NH:10][C:11]([C:13]1[N:17]2[CH:18]=[C:19]([CH3:30])[CH:20]=[C:21]([O:22][CH2:23][C:24]3[CH:29]=[CH:28][CH:27]=[CH:26][CH:25]=3)[C:16]2=[N:15][C:14]=1[CH3:31])=[O:12])(C)(C)C.Cl, predict the reaction product. The product is: [NH2:7][C:8]([CH3:35])([CH2:32][CH2:33][CH3:34])[CH2:9][NH:10][C:11]([C:13]1[N:17]2[CH:18]=[C:19]([CH3:30])[CH:20]=[C:21]([O:22][CH2:23][C:24]3[CH:29]=[CH:28][CH:27]=[CH:26][CH:25]=3)[C:16]2=[N:15][C:14]=1[CH3:31])=[O:12]. (2) Given the reactants C([N:8]1[CH2:10][CH:9]1[C:11]([O:13][CH3:14])=[O:12])C1C=CC=CC=1.[C:26]([O:25][C:23](O[C:23]([O:25][C:26]([CH3:29])([CH3:28])[CH3:27])=[O:24])=[O:24])([CH3:29])([CH3:28])[CH3:27], predict the reaction product. The product is: [C:23]([N:8]1[CH2:10][CH:9]1[C:11]([O:13][CH3:14])=[O:12])([O:25][C:26]([CH3:27])([CH3:28])[CH3:29])=[O:24].